This data is from Reaction yield outcomes from USPTO patents with 853,638 reactions. The task is: Predict the reaction yield, written as a fraction of the theoretical maximum amount of product (1.0 means a 100% yield; for example, 0.34 means a 34% yield). (1) The reactants are [F:1][C:2]1[CH:3]=[C:4]([CH:7]=[CH:8][C:9]=1[N+:10]([O-:12])=[O:11])[CH:5]=O.[NH:13]1[CH2:18][CH2:17][CH:16]([C:19]([OH:22])([CH3:21])[CH3:20])[CH2:15][CH2:14]1.CC(O)=O.C(O[BH-](OC(=O)C)OC(=O)C)(=O)C.[Na+]. The catalyst is C(Cl)Cl. The product is [F:1][C:2]1[CH:3]=[C:4]([CH:7]=[CH:8][C:9]=1[N+:10]([O-:12])=[O:11])[CH2:5][N:13]1[CH2:18][CH2:17][CH:16]([C:19]([OH:22])([CH3:21])[CH3:20])[CH2:15][CH2:14]1. The yield is 0.860. (2) The reactants are [C:1]([O:5][C:6]([NH:8][C@H:9]([C:11]([OH:13])=O)[CH3:10])=[O:7])([CH3:4])([CH3:3])[CH3:2].[N:14]1[CH:19]=[CH:18][CH:17]=[CH:16][C:15]=1[CH:20]1[CH2:25][CH2:24][NH:23][CH2:22][CH2:21]1.Cl.C[N:28](C)CCCN=C=NCC. The catalyst is ClCCl. The product is [N:14]1[CH:19]=[CH:18][CH:17]=[CH:16][C:15]=1[CH:20]1[CH2:25][CH2:24][N:23]([NH:28][C:11](=[O:13])[C@H:9]([CH3:10])[NH:8][C:6]([O:5][C:1]([CH3:2])([CH3:3])[CH3:4])=[O:7])[CH2:22][CH2:21]1. The yield is 0.800. (3) The reactants are [NH2:1][N:2]1[CH2:7][CH2:6][NH:5][CH2:4][CH2:3]1.[Cl:8][C:9]1[CH:10]=[CH:11][C:12]2[O:16][C:15]([CH:17]=O)=[CH:14][C:13]=2[CH:19]=1. The catalyst is C(O)(C)C. The product is [N:2]1([N:1]=[CH:17][C:15]2[O:16][C:12]3[CH:11]=[CH:10][C:9]([Cl:8])=[CH:19][C:13]=3[CH:14]=2)[CH2:7][CH2:6][NH:5][CH2:4][CH2:3]1. The yield is 0.980. (4) The reactants are [Si:1]([O:18][CH2:19][C@H:20]1[O:24][C:23](=[O:25])[CH2:22][CH2:21]1)([C:14]([CH3:17])([CH3:16])[CH3:15])([C:8]1[CH:13]=[CH:12][CH:11]=[CH:10][CH:9]=1)[C:2]1[CH:7]=[CH:6][CH:5]=[CH:4][CH:3]=1.[CH3:26][CH2:27][Mg+].[Br-]. The catalyst is C1COCC1.CC(O[Ti](OC(C)C)(OC(C)C)OC(C)C)C. The product is [Si:1]([O:18][CH2:19][C@@H:20]([OH:24])[CH2:21][CH2:22][C:23]1([OH:25])[CH2:27][CH2:26]1)([C:14]([CH3:15])([CH3:17])[CH3:16])([C:2]1[CH:3]=[CH:4][CH:5]=[CH:6][CH:7]=1)[C:8]1[CH:9]=[CH:10][CH:11]=[CH:12][CH:13]=1. The yield is 0.920. (5) The reactants are [Br:1][C:2]1[CH:3]=[C:4]([NH:10][C:11]2[CH:15]=[C:14]([CH3:16])[NH:13][N:12]=2)[C:5](=[O:9])[N:6]([CH3:8])[CH:7]=1.Br[CH2:18][CH3:19].C([O-])([O-])=O.[K+].[K+]. The catalyst is CN(C=O)C. The product is [Br:1][C:2]1[CH:3]=[C:4]([NH:10][C:11]2[CH:15]=[C:14]([CH3:16])[N:13]([CH2:18][CH3:19])[N:12]=2)[C:5](=[O:9])[N:6]([CH3:8])[CH:7]=1. The yield is 0.370. (6) The reactants are [CH:1]([OH:3])=[O:2].[NH2:4][C:5]1[N:10]=[CH:9][N:8]=[C:7]2[N:11]([CH:22]([C:24]3[O:25][C:26](=[O:40])[C:27]4[C:32]([C:33]=3[C:34]3[CH2:35][CH2:36][NH:37][CH2:38][CH:39]=3)=[CH:31][CH:30]=[CH:29][CH:28]=4)[CH3:23])[N:12]=[C:13]([C:14]3[CH:19]=[C:18]([OH:20])[CH:17]=[C:16]([F:21])[CH:15]=3)[C:6]=12.O=[C:42]1[CH2:45][N:44]([C:46]([O:48][C:49]([CH3:52])([CH3:51])[CH3:50])=[O:47])[CH2:43]1. No catalyst specified. The product is [CH:1]([OH:3])=[O:2].[NH2:4][C:5]1[N:10]=[CH:9][N:8]=[C:7]2[N:11]([CH:22]([C:24]3[O:25][C:26](=[O:40])[C:27]4[C:32]([C:33]=3[C:34]3[CH2:35][CH2:36][N:37]([CH:42]5[CH2:43][N:44]([C:46]([O:48][C:49]([CH3:52])([CH3:51])[CH3:50])=[O:47])[CH2:45]5)[CH2:38][CH:39]=3)=[CH:31][CH:30]=[CH:29][CH:28]=4)[CH3:23])[N:12]=[C:13]([C:14]3[CH:19]=[C:18]([OH:20])[CH:17]=[C:16]([F:21])[CH:15]=3)[C:6]=12. The yield is 0.193. (7) The product is [Br:1][C:2]1[CH:3]=[C:4]([C:8]2([C:15]3[CH:20]=[CH:19][C:18]([O:21][CH3:22])=[CH:17][CH:16]=3)[C:12]3=[N:23][CH2:24][CH:25]([OH:28])[CH2:26][N:27]3[C:10](=[S:14])[NH:9]2)[CH:5]=[CH:6][CH:7]=1. The catalyst is C(O)C. The reactants are [Br:1][C:2]1[CH:3]=[C:4]([C:8]2([C:15]3[CH:20]=[CH:19][C:18]([O:21][CH3:22])=[CH:17][CH:16]=3)[C:12](=S)S[C:10](=[S:14])[NH:9]2)[CH:5]=[CH:6][CH:7]=1.[NH2:23][CH2:24][CH:25]([OH:28])[CH2:26][NH2:27].C(N(CC)CC)C. The yield is 0.960.